Dataset: Catalyst prediction with 721,799 reactions and 888 catalyst types from USPTO. Task: Predict which catalyst facilitates the given reaction. (1) Reactant: [CH3:1][C:2]1([C:8]([C:10]2[C:18]3[C:13](=[N:14][CH:15]=[C:16]([C:19]4[CH:24]=[CH:23][CH:22]=[C:21]([N:25]5[CH2:30][CH2:29][NH:28][CH2:27][CH2:26]5)[CH:20]=4)[N:17]=3)[NH:12][CH:11]=2)=[O:9])[CH2:7][CH2:6][CH2:5][CH2:4][CH2:3]1.N1(O)C2C=CC=CC=2N=N1.[C:41]([CH2:43][C:44](O)=[O:45])#[N:42].Cl.CN(C)CCCN=C=NCC. Product: [CH3:1][C:2]1([C:8]([C:10]2[C:18]3[C:13](=[N:14][CH:15]=[C:16]([C:19]4[CH:20]=[C:21]([N:25]5[CH2:30][CH2:29][N:28]([C:44](=[O:45])[CH2:43][C:41]#[N:42])[CH2:27][CH2:26]5)[CH:22]=[CH:23][CH:24]=4)[N:17]=3)[NH:12][CH:11]=2)=[O:9])[CH2:7][CH2:6][CH2:5][CH2:4][CH2:3]1. The catalyst class is: 2. (2) Reactant: [F:1][C:2]1[CH:3]=[C:4]([C@@H:9]([NH:20][CH2:21][C:22]2[CH:23]=[N:24][C:25]3[C:30]([CH:31]=2)=[CH:29][C:28]2[CH2:32][C@:33]4([CH2:43][C:27]=2[CH:26]=3)[C:41]2[C:36](=[N:37][CH:38]=[CH:39][CH:40]=2)[NH:35][C:34]4=[O:42])[CH2:10][CH2:11][C:12]([CH3:19])([CH3:18])[C:13](OCC)=[O:14])[CH:5]=[C:6]([F:8])[CH:7]=1. Product: [F:1][C:2]1[CH:3]=[C:4]([C@H:9]2[N:20]([CH2:21][C:22]3[CH:23]=[N:24][C:25]4[C:30]([CH:31]=3)=[CH:29][C:28]3[CH2:32][C@:33]5([CH2:43][C:27]=3[CH:26]=4)[C:41]3[C:36](=[N:37][CH:38]=[CH:39][CH:40]=3)[NH:35][C:34]5=[O:42])[C:13](=[O:14])[C:12]([CH3:19])([CH3:18])[CH2:11][CH2:10]2)[CH:5]=[C:6]([F:8])[CH:7]=1. The catalyst class is: 22. (3) Reactant: [NH2:1][C:2]1[S:3][C@H:4]2[O:10][C@H:9]([CH2:11][OH:12])[C@@H:8]([OH:13])[C@H:7]([OH:14])[C@H:5]2[N:6]=1.[N:15]([CH2:18][CH3:19])=[C:16]=[O:17]. Product: [OH:13][CH:8]1[C@@H:9]([CH2:11][OH:12])[O:10][C@H:4]2[C@H:5]([N:6]=[C:2]([NH:1][C:16]([NH:15][CH2:18][CH3:19])=[O:17])[S:3]2)[C@H:7]1[OH:14]. The catalyst class is: 9. (4) Reactant: [CH3:1][C:2]1[C:11]2[C:6](=[CH:7][CH:8]=[CH:9][CH:10]=2)[C:5]([O:12][C:13]2[CH:21]=[CH:20][C:16]([C:17]([NH2:19])=[O:18])=[CH:15][N:14]=2)=[CH:4][N:3]=1.[Se](=O)=[O:23]. Product: [CH:1]([C:2]1[C:11]2[C:6](=[CH:7][CH:8]=[CH:9][CH:10]=2)[C:5]([O:12][C:13]2[CH:21]=[CH:20][C:16]([C:17]([NH2:19])=[O:18])=[CH:15][N:14]=2)=[CH:4][N:3]=1)=[O:23]. The catalyst class is: 12. (5) Reactant: [NH2:1][C@@H:2]1[C:8](=[O:9])[N:7]([CH2:10][C:11]#[CH:12])[C:6]2[CH:13]=[CH:14][CH:15]=[CH:16][C:5]=2[O:4][C@@H:3]1[C:17]1[CH:22]=[CH:21][CH:20]=[CH:19][CH:18]=1.[F:23][C:24]1[CH:25]=[C:26]([CH2:31][C:32]([NH:34][C@H:35]([C:37](O)=[O:38])[CH3:36])=[O:33])[CH:27]=[C:28]([F:30])[CH:29]=1.C1C=CC2N(O)N=NC=2C=1.CN1CCOCC1.CCN=C=NCCCN(C)C.Cl. Product: [F:23][C:24]1[CH:25]=[C:26]([CH2:31][C:32]([NH:34][C@H:35]([C:37]([NH:1][C@@H:2]2[C:8](=[O:9])[N:7]([CH2:10][C:11]#[CH:12])[C:6]3[CH:13]=[CH:14][CH:15]=[CH:16][C:5]=3[O:4][C@@H:3]2[C:17]2[CH:22]=[CH:21][CH:20]=[CH:19][CH:18]=2)=[O:38])[CH3:36])=[O:33])[CH:27]=[C:28]([F:30])[CH:29]=1. The catalyst class is: 2.